This data is from Forward reaction prediction with 1.9M reactions from USPTO patents (1976-2016). The task is: Predict the product of the given reaction. Given the reactants [C:1]([C:4]1[C:12]2[N:11]=[C:10]([C:13]3[S:17][C:16]([CH:18]4[CH2:22][CH2:21][CH2:20][N:19]4C(OC(C)(C)C)=O)=[CH:15][CH:14]=3)[NH:9][C:8]=2[CH:7]=[CH:6][CH:5]=1)(=[O:3])[NH2:2], predict the reaction product. The product is: [NH:19]1[CH2:20][CH2:21][CH2:22][CH:18]1[C:16]1[S:17][C:13]([C:10]2[NH:9][C:8]3[CH:7]=[CH:6][CH:5]=[C:4]([C:1]([NH2:2])=[O:3])[C:12]=3[N:11]=2)=[CH:14][CH:15]=1.